From a dataset of Forward reaction prediction with 1.9M reactions from USPTO patents (1976-2016). Predict the product of the given reaction. (1) The product is: [Cl:2][C:3]1[C:4]([I:23])=[C:5]2[N:11]=[C:10]([C:12]3[CH:21]=[CH:20][C:15]([C:16]([O:18][CH3:19])=[O:17])=[CH:14][CH:13]=3)[NH:9][C:6]2=[N:7][CH:8]=1. Given the reactants Cl.[Cl:2][C:3]1[C:4](Cl)=[C:5]2[N:11]=[C:10]([C:12]3[CH:21]=[CH:20][C:15]([C:16]([O:18][CH3:19])=[O:17])=[CH:14][CH:13]=3)[NH:9][C:6]2=[N:7][CH:8]=1.[I-:23].[Na+].[O-]S([O-])(=S)=O.[Na+].[Na+], predict the reaction product. (2) Given the reactants O=[CH:2][CH2:3][CH2:4][CH2:5][CH2:6][CH2:7][CH2:8][CH2:9][C:10]([O:12]C)=[O:11].[N+:14]([CH2:17][CH2:18][CH2:19][CH2:20][CH2:21][CH2:22][CH3:23])([O-:16])=[O:15], predict the reaction product. The product is: [N+:14](/[C:17](/[CH2:18][CH2:19][CH2:20][CH2:21][CH2:22][CH3:23])=[CH:2]/[CH2:3][CH2:4][CH2:5][CH2:6][CH2:7][CH2:8][CH2:9][C:10]([OH:12])=[O:11])([O-:16])=[O:15].